Dataset: Peptide-MHC class I binding affinity with 185,985 pairs from IEDB/IMGT. Task: Regression. Given a peptide amino acid sequence and an MHC pseudo amino acid sequence, predict their binding affinity value. This is MHC class I binding data. (1) The peptide sequence is AQIDNYNKF. The MHC is HLA-A24:02 with pseudo-sequence HLA-A24:02. The binding affinity (normalized) is 0.553. (2) The peptide sequence is YLCGFIKQK. The MHC is HLA-A03:01 with pseudo-sequence HLA-A03:01. The binding affinity (normalized) is 0.424. (3) The peptide sequence is AADFPGIAR. The MHC is HLA-B48:01 with pseudo-sequence HLA-B48:01. The binding affinity (normalized) is 0.0847. (4) The peptide sequence is TCQGSDDIKK. The binding affinity (normalized) is 0.223. The MHC is HLA-A68:01 with pseudo-sequence HLA-A68:01. (5) The peptide sequence is HTAWDSHWV. The MHC is HLA-B46:01 with pseudo-sequence HLA-B46:01. The binding affinity (normalized) is 0.0847.